This data is from Peptide-MHC class I binding affinity with 185,985 pairs from IEDB/IMGT. The task is: Regression. Given a peptide amino acid sequence and an MHC pseudo amino acid sequence, predict their binding affinity value. This is MHC class I binding data. (1) The peptide sequence is TRYPKTFGW. The MHC is Mamu-B17 with pseudo-sequence Mamu-B17. The binding affinity (normalized) is 0.593. (2) The peptide sequence is RTSKTSLER. The binding affinity (normalized) is 0. The MHC is HLA-B44:03 with pseudo-sequence HLA-B44:03. (3) The peptide sequence is NRWKSWFSY. The MHC is HLA-A26:02 with pseudo-sequence HLA-A26:02. The binding affinity (normalized) is 0.0847.